From a dataset of Catalyst prediction with 721,799 reactions and 888 catalyst types from USPTO. Predict which catalyst facilitates the given reaction. (1) Reactant: [N:1]([CH2:4][CH2:5][C@@H:6]([O:12][C:13]1[CH:20]=[C:19]([CH3:21])[C:18]([F:22])=[CH:17][C:14]=1[C:15]#[N:16])[C:7]1[CH:11]=[CH:10][O:9][N:8]=1)=[N+]=[N-].[O:23]1CCCC1.C1(P(C2C=CC=CC=2)C2C=CC=CC=2)C=CC=CC=1.[C:47](=[O:50])([OH:49])[O-].[Na+]. Product: [C:10]([OH:23])(=[O:9])/[CH:11]=[CH:7]/[C:47]([OH:49])=[O:50].[NH2:1][CH2:4][CH2:5][C@@H:6]([O:12][C:13]1[CH:20]=[C:19]([CH3:21])[C:18]([F:22])=[CH:17][C:14]=1[C:15]#[N:16])[C:7]1[CH:11]=[CH:10][O:9][N:8]=1. The catalyst class is: 6. (2) Reactant: CN(C(ON1N=NC2C=CC=CC1=2)=[N+](C)C)C.F[P-](F)(F)(F)(F)F.[C:25]([O:28][C:29]1[CH:37]=[CH:36][C:32]([C:33]([OH:35])=[O:34])=[CH:31][CH:30]=1)(=[O:27])[CH3:26].[CH3:38][C:39]1([CH2:51]O)[CH2:44][O:43][CH:42]([C:45]2[CH:50]=[CH:49][CH:48]=[CH:47][CH:46]=2)[O:41][CH2:40]1.C(N(CC)CC)C. Product: [C:25]([O:28][C:29]1[CH:37]=[CH:36][C:32]([C:33]([O:35][CH2:38][C:39]2([CH3:51])[CH2:40][O:41][CH:42]([C:45]3[CH:50]=[CH:49][CH:48]=[CH:47][CH:46]=3)[O:43][CH2:44]2)=[O:34])=[CH:31][CH:30]=1)(=[O:27])[CH3:26]. The catalyst class is: 124.